This data is from Forward reaction prediction with 1.9M reactions from USPTO patents (1976-2016). The task is: Predict the product of the given reaction. (1) Given the reactants C([O:3][C:4](=[O:34])[CH2:5][C:6]1[C:14]2[C:9](=[CH:10][C:11]([F:15])=[CH:12][CH:13]=2)[N:8]([CH2:16][C:17]2[CH:22]=[CH:21][CH:20]=[CH:19][C:18]=2[S:23]([C:26]2[CH:31]=[CH:30][C:29]([F:32])=[CH:28][CH:27]=2)(=[O:25])=[O:24])[C:7]=1[CH3:33])C.[OH-].[Li+].Cl, predict the reaction product. The product is: [F:15][C:11]1[CH:10]=[C:9]2[C:14]([C:6]([CH2:5][C:4]([OH:34])=[O:3])=[C:7]([CH3:33])[N:8]2[CH2:16][C:17]2[CH:22]=[CH:21][CH:20]=[CH:19][C:18]=2[S:23]([C:26]2[CH:31]=[CH:30][C:29]([F:32])=[CH:28][CH:27]=2)(=[O:24])=[O:25])=[CH:13][CH:12]=1. (2) Given the reactants [CH3:1][C:2](=O)[C:3](=O)[CH3:4].[NH2:7][N:8]1[C:12]([NH2:13])=[N:11][N:10]=[C:9]1[CH2:14][C:15]1[CH:20]=[CH:19][C:18]([OH:21])=[CH:17][CH:16]=1, predict the reaction product. The product is: [CH3:1][C:2]1[C:3]([CH3:4])=[N:13][C:12]2[N:8]([C:9]([CH2:14][C:15]3[CH:20]=[CH:19][C:18]([OH:21])=[CH:17][CH:16]=3)=[N:10][N:11]=2)[N:7]=1. (3) Given the reactants [CH:1]([C:3]1[S:7][C:6]([C:8]2[CH:9]=[C:10]3[C:14](=[C:15]([C:17]([NH2:19])=[O:18])[CH:16]=2)[NH:13][CH:12]=[C:11]3[CH:20]2[CH2:25][CH2:24][N:23]([S:26]([CH2:29][CH2:30][CH2:31][N:32]3[CH2:36][CH2:35][CH2:34][CH2:33]3)(=[O:28])=[O:27])[CH2:22][CH2:21]2)=[CH:5][CH:4]=1)=O.[NH:37]1[CH2:41][CH2:40][CH2:39][CH2:38]1.[BH-](OC(C)=O)(OC(C)=O)OC(C)=O.[Na+], predict the reaction product. The product is: [N:37]1([CH2:1][C:3]2[S:7][C:6]([C:8]3[CH:9]=[C:10]4[C:14](=[C:15]([C:17]([NH2:19])=[O:18])[CH:16]=3)[NH:13][CH:12]=[C:11]4[CH:20]3[CH2:25][CH2:24][N:23]([S:26]([CH2:29][CH2:30][CH2:31][N:32]4[CH2:36][CH2:35][CH2:34][CH2:33]4)(=[O:28])=[O:27])[CH2:22][CH2:21]3)=[CH:5][CH:4]=2)[CH2:41][CH2:40][CH2:39][CH2:38]1. (4) Given the reactants C([O:3][C:4]([C:6]1([C:9]2[CH:14]=[CH:13][C:12]([C:15]3[CH:20]=[CH:19][C:18]([C:21]4[S:22][C:23]([Cl:37])=[CH:24][C:25]=4[NH:26][C:27]([O:29][CH:30]([C:32]4[CH:36]=[CH:35][S:34][CH:33]=4)[CH3:31])=[O:28])=[CH:17][CH:16]=3)=[CH:11][CH:10]=2)[CH2:8][CH2:7]1)=[O:5])C.C(O)(C)C.[OH-].[Na+].Cl, predict the reaction product. The product is: [Cl:37][C:23]1[S:22][C:21]([C:18]2[CH:19]=[CH:20][C:15]([C:12]3[CH:11]=[CH:10][C:9]([C:6]4([C:4]([OH:5])=[O:3])[CH2:8][CH2:7]4)=[CH:14][CH:13]=3)=[CH:16][CH:17]=2)=[C:25]([NH:26][C:27]([O:29][CH:30]([C:32]2[CH:36]=[CH:35][S:34][CH:33]=2)[CH3:31])=[O:28])[CH:24]=1.